Dataset: Full USPTO retrosynthesis dataset with 1.9M reactions from patents (1976-2016). Task: Predict the reactants needed to synthesize the given product. (1) Given the product [C:10]([CH2:12][C:13]1([N:34]2[CH:38]=[C:37]([C:39]3[C:40]4[CH:47]=[CH:46][NH:45][C:41]=4[N:42]=[CH:43][N:44]=3)[CH:36]=[N:35]2)[CH2:16][N:15]([C:17]2[N:18]=[CH:19][C:20]([C:23]([NH:25][C@@H:26]([CH:31]3[CH2:33][CH2:32]3)[C:27]([F:29])([F:28])[F:30])=[O:24])=[N:21][CH:22]=2)[CH2:14]1)#[N:11], predict the reactants needed to synthesize it. The reactants are: B(F)(F)F.CCOCC.[C:10]([CH2:12][C:13]1([N:34]2[CH:38]=[C:37]([C:39]3[C:40]4[CH:47]=[CH:46][N:45](COCC[Si](C)(C)C)[C:41]=4[N:42]=[CH:43][N:44]=3)[CH:36]=[N:35]2)[CH2:16][N:15]([C:17]2[N:18]=[CH:19][C:20]([C:23]([NH:25][C@@H:26]([CH:31]3[CH2:33][CH2:32]3)[C:27]([F:30])([F:29])[F:28])=[O:24])=[N:21][CH:22]=2)[CH2:14]1)#[N:11].[OH-].[NH4+].C([O-])(O)=O.[Na+]. (2) Given the product [NH3:3].[Cl:8][CH2:9][C:10]([N:24]1[CH2:23][C:22]2[N:18]([C:19]([CH:26]3[CH2:31][CH2:30][N:29]([C:32]4[CH:37]=[CH:36][CH:35]=[CH:34][N:33]=4)[CH2:28][CH2:27]3)=[N:20][N:21]=2)[C:17]2[CH:38]=[CH:39][C:14]([Cl:13])=[CH:15][C:16]=2[CH2:25]1)=[O:11], predict the reactants needed to synthesize it. The reactants are: C([N:3](CC)CC)C.[Cl:8][CH2:9][C:10](Cl)=[O:11].[Cl:13][C:14]1[CH:39]=[CH:38][C:17]2[N:18]3[C:22]([CH2:23][NH:24][CH2:25][C:16]=2[CH:15]=1)=[N:21][N:20]=[C:19]3[CH:26]1[CH2:31][CH2:30][N:29]([C:32]2[CH:37]=[CH:36][CH:35]=[CH:34][N:33]=2)[CH2:28][CH2:27]1. (3) Given the product [CH3:21][N:3]1[C:2](=[O:1])[N:6]([C:7]2[C:8]([CH3:20])=[C:9]([CH:14]=[C:15]([N+:17]([O-:19])=[O:18])[CH:16]=2)[C:10]([O:12][CH3:13])=[O:11])[N:5]=[N:4]1, predict the reactants needed to synthesize it. The reactants are: [O:1]=[C:2]1[N:6]([C:7]2[C:8]([CH3:20])=[C:9]([CH:14]=[C:15]([N+:17]([O-:19])=[O:18])[CH:16]=2)[C:10]([O:12][CH3:13])=[O:11])[N:5]=[N:4][NH:3]1.[C:21]([O-])([O-])=O.[K+].[K+].CI. (4) Given the product [ClH:52].[C:1]([N:4]([CH2:22][C@@H:23]1[O:27][C:26](=[O:28])[N:25]([C:29]2[CH:34]=[CH:33][C:32]([CH:35]3[CH2:40][CH2:39][S:38](=[O:41])(=[O:42])[CH2:37][CH2:36]3)=[C:31]([F:43])[CH:30]=2)[CH2:24]1)[C:5]([O:7][CH2:8][O:9][C:10](=[O:21])[C@@H:11]([NH2:13])[CH3:12])=[O:6])(=[O:3])[CH3:2], predict the reactants needed to synthesize it. The reactants are: [C:1]([N:4]([CH2:22][C@@H:23]1[O:27][C:26](=[O:28])[N:25]([C:29]2[CH:34]=[CH:33][C:32]([CH:35]3[CH2:40][CH2:39][S:38](=[O:42])(=[O:41])[CH2:37][CH2:36]3)=[C:31]([F:43])[CH:30]=2)[CH2:24]1)[C:5]([O:7][CH2:8][O:9][C:10](=[O:21])[C@@H:11]([NH:13]C(OC(C)(C)C)=O)[CH3:12])=[O:6])(=[O:3])[CH3:2].C1(OC)C=CC=CC=1.[ClH:52]. (5) Given the product [CH2:37]([N:3]([CH2:1][CH3:2])[CH2:4][CH2:5][CH2:6][NH:7][C:8]1[N:9]=[C:10]([C:27]2[CH:28]=[C:29]([CH3:30])[CH:33]=[CH:34][C:35]=2[C:36]([N:64]([CH3:65])[CH3:63])=[O:46])[C:11]2[CH:17]=[CH:16][C:15](=[O:18])[N:14]([C:19]3[C:20]([F:26])=[CH:21][CH:22]=[CH:23][C:24]=3[F:25])[C:12]=2[N:13]=1)[CH3:38], predict the reactants needed to synthesize it. The reactants are: [CH2:1]([N:3]([CH2:37][CH3:38])[CH2:4][CH2:5][CH2:6][NH:7][C:8]1[N:9]=[C:10]([C:27]2[CH:28]=[C:29]([CH:33]=[CH:34][C:35]=2[CH3:36])[C:30](O)=O)[C:11]2[CH:17]=[CH:16][C:15](=[O:18])[N:14]([C:19]3[C:24]([F:25])=[CH:23][CH:22]=[CH:21][C:20]=3[F:26])[C:12]=2[N:13]=1)[CH3:2].CN(C([O:46]N1N=NC2C=CC=CC1=2)=[N+](C)C)C.F[P-](F)(F)(F)(F)F.[CH3:63][NH:64][CH3:65]. (6) Given the product [Br:8][C:7]1[C:2]([CH3:10])=[N:3][CH:4]=[C:5]([Cl:9])[CH:6]=1, predict the reactants needed to synthesize it. The reactants are: Br[C:2]1[C:7]([Br:8])=[CH:6][C:5]([Cl:9])=[CH:4][N:3]=1.[CH3:10]B(O)O.C([O-])([O-])=O.[K+].[K+].